From a dataset of Forward reaction prediction with 1.9M reactions from USPTO patents (1976-2016). Predict the product of the given reaction. (1) Given the reactants [C:1]([O:5][C:6](=[O:16])[NH:7][CH2:8][CH2:9][C:10]1[CH:15]=[CH:14][N:13]=[CH:12][CH:11]=1)([CH3:4])([CH3:3])[CH3:2].Cl, predict the reaction product. The product is: [C:1]([O:5][C:6](=[O:16])[NH:7][CH2:8][CH2:9][CH:10]1[CH2:11][CH2:12][NH:13][CH2:14][CH2:15]1)([CH3:4])([CH3:2])[CH3:3]. (2) Given the reactants Br[CH:2]([C:13]1[CH:18]=[CH:17][CH:16]=[CH:15][CH:14]=1)[C:3]([C:5]1[CH:12]=[CH:11][C:8]([CH:9]=[O:10])=[CH:7][CH:6]=1)=O.[N:19]1[CH:24]=[CH:23][CH:22]=[N:21][C:20]=1[NH2:25], predict the reaction product. The product is: [C:13]1([C:2]2[N:19]3[CH:24]=[CH:23][CH:22]=[N:21][C:20]3=[N:25][C:3]=2[C:5]2[CH:12]=[CH:11][C:8]([CH:9]=[O:10])=[CH:7][CH:6]=2)[CH:18]=[CH:17][CH:16]=[CH:15][CH:14]=1.